This data is from Reaction yield outcomes from USPTO patents with 853,638 reactions. The task is: Predict the reaction yield, written as a fraction of the theoretical maximum amount of product (1.0 means a 100% yield; for example, 0.34 means a 34% yield). (1) The reactants are [F:1][C:2]([F:29])([F:28])[C:3]([NH:5][CH2:6][C:7]1[CH:11]=[C:10]([C:12]2[CH:17]=[CH:16][CH:15]=[CH:14][CH:13]=2)[N:9]([S:18]([C:21]2[CH:26]=[CH:25][C:24]([CH3:27])=[CH:23][CH:22]=2)(=[O:20])=[O:19])[CH:8]=1)=[O:4].B.[OH2:31]. The catalyst is O1CCCC1. The product is [F:1][C:2]([F:29])([F:28])[C:3]([OH:31])=[O:4].[F:29][C:2]([F:1])([F:28])[CH2:3][NH:5][CH2:6][C:7]1[CH:11]=[C:10]([C:12]2[CH:13]=[CH:14][CH:15]=[CH:16][CH:17]=2)[N:9]([S:18]([C:21]2[CH:22]=[CH:23][C:24]([CH3:27])=[CH:25][CH:26]=2)(=[O:20])=[O:19])[CH:8]=1. The yield is 0.200. (2) No catalyst specified. The product is [Br:24][C:25]1[CH:26]=[CH:27][C:28]([O:29][CH2:30][C@H:31]2[CH2:32][CH2:33][C@H:34]([O:37][CH:38]3[CH2:43][CH2:42][CH2:41][CH2:40][O:39]3)[CH2:35][CH2:36]2)=[CH:44][CH:45]=1. The reactants are O1CCCCC1O[C@H]1CC[C@H](CO)CC1.BrC1C=CC(O)=CC=1.[Br:24][C:25]1[CH:45]=[CH:44][C:28]([O:29][CH2:30][C@@H:31]2[CH2:36][CH2:35][C@H:34]([O:37][CH:38]3[CH2:43][CH2:42][CH2:41][CH2:40][O:39]3)[CH2:33][CH2:32]2)=[CH:27][CH:26]=1. The yield is 0.703. (3) The reactants are N(C(OC(C)C)=O)=NC(OC(C)C)=O.[Si:15]([O:22][C@@H:23]([CH2:27][CH2:28][CH2:29][CH2:30][CH2:31][CH3:32])[C@@H:24](O)[CH3:25])([C:18]([CH3:21])([CH3:20])[CH3:19])([CH3:17])[CH3:16].[Cl:33][C:34]1[N:42]=[CH:41][N:40]=[C:39]2[C:35]=1[N:36]=[CH:37][NH:38]2.C1(P(C2C=CC=CC=2)C2C=CC=CC=2)C=CC=CC=1. The catalyst is O1CCCC1. The product is [Si:15]([O:22][C@@H:23]([CH2:27][CH2:28][CH2:29][CH2:30][CH2:31][CH3:32])[C@H:24]([N:38]1[CH:37]=[N:36][C:35]2[C:39]1=[N:40][CH:41]=[N:42][C:34]=2[Cl:33])[CH3:25])([C:18]([CH3:21])([CH3:20])[CH3:19])([CH3:17])[CH3:16]. The yield is 0.250.